Dataset: NCI-60 drug combinations with 297,098 pairs across 59 cell lines. Task: Regression. Given two drug SMILES strings and cell line genomic features, predict the synergy score measuring deviation from expected non-interaction effect. (1) Drug 1: C1=NC2=C(N=C(N=C2N1C3C(C(C(O3)CO)O)O)F)N. Cell line: CCRF-CEM. Synergy scores: CSS=81.0, Synergy_ZIP=0.920, Synergy_Bliss=0.797, Synergy_Loewe=-2.93, Synergy_HSA=0.372. Drug 2: C1CN(CCN1C(=O)CCBr)C(=O)CCBr. (2) Drug 1: CN(CC1=CN=C2C(=N1)C(=NC(=N2)N)N)C3=CC=C(C=C3)C(=O)NC(CCC(=O)O)C(=O)O. Drug 2: CC1=C(C=C(C=C1)NC(=O)C2=CC=C(C=C2)CN3CCN(CC3)C)NC4=NC=CC(=N4)C5=CN=CC=C5. Cell line: UACC-257. Synergy scores: CSS=46.3, Synergy_ZIP=-0.902, Synergy_Bliss=-1.07, Synergy_Loewe=-61.4, Synergy_HSA=-1.07. (3) Drug 1: C1=CN(C=N1)CC(O)(P(=O)(O)O)P(=O)(O)O. Drug 2: CN(CC1=CN=C2C(=N1)C(=NC(=N2)N)N)C3=CC=C(C=C3)C(=O)NC(CCC(=O)O)C(=O)O. Cell line: SK-OV-3. Synergy scores: CSS=7.00, Synergy_ZIP=-0.833, Synergy_Bliss=-2.26, Synergy_Loewe=-30.0, Synergy_HSA=-0.926. (4) Drug 1: CC1=C(C=C(C=C1)C(=O)NC2=CC(=CC(=C2)C(F)(F)F)N3C=C(N=C3)C)NC4=NC=CC(=N4)C5=CN=CC=C5. Drug 2: COC1=NC(=NC2=C1N=CN2C3C(C(C(O3)CO)O)O)N. Cell line: OVCAR3. Synergy scores: CSS=-1.55, Synergy_ZIP=1.64, Synergy_Bliss=-1.37, Synergy_Loewe=-25.4, Synergy_HSA=-7.18.